This data is from Forward reaction prediction with 1.9M reactions from USPTO patents (1976-2016). The task is: Predict the product of the given reaction. Given the reactants [F:1][C:2]1[CH:3]=[C:4]([C:9]2[C:13]([CH:14]=[C:15]3[S:19][C:18](=[O:20])[NH:17][C:16]3=[O:21])=[CH:12][N:11]([C:22]3[CH:27]=[CH:26][CH:25]=[CH:24][CH:23]=3)[N:10]=2)[CH:5]=[C:6]([F:8])[CH:7]=1.C(=O)([O-])[O-].[Na+].[Na+].[CH2:34](Br)[CH3:35].O, predict the reaction product. The product is: [F:8][C:6]1[CH:5]=[C:4]([C:9]2[C:13]([CH:14]=[C:15]3[S:19][C:18](=[O:20])[N:17]([CH2:34][CH3:35])[C:16]3=[O:21])=[CH:12][N:11]([C:22]3[CH:23]=[CH:24][CH:25]=[CH:26][CH:27]=3)[N:10]=2)[CH:3]=[C:2]([F:1])[CH:7]=1.